Dataset: Forward reaction prediction with 1.9M reactions from USPTO patents (1976-2016). Task: Predict the product of the given reaction. (1) Given the reactants [CH3:1][CH:2]([S:4]([Cl:7])(=[O:6])=[O:5])[CH3:3].[NH2:8][CH2:9][CH:10]([CH:12]([NH:34]C(=O)OC(C)(C)C)[CH2:13][CH:14]([CH2:18][C:19]1[CH:20]=[C:21]2[C:25](=[CH:26][CH:27]=1)[N:24]([CH3:28])[CH:23]=[C:22]2[CH2:29][CH2:30][CH2:31][O:32][CH3:33])[CH:15]([CH3:17])[CH3:16])[OH:11].C(N(CC)CC)C, predict the reaction product. The product is: [ClH:7].[NH2:34][CH:12]([CH2:13][CH:14]([CH2:18][C:19]1[CH:20]=[C:21]2[C:25](=[CH:26][CH:27]=1)[N:24]([CH3:28])[CH:23]=[C:22]2[CH2:29][CH2:30][CH2:31][O:32][CH3:33])[CH:15]([CH3:16])[CH3:17])[CH:10]([OH:11])[CH2:9][NH:8][S:4]([CH:2]([CH3:3])[CH3:1])(=[O:6])=[O:5]. (2) Given the reactants C[O:2][C:3]([N:5]1[CH2:9][CH:8]([C:10]2[C:18]3[C:13](=[CH:14][C:15]([F:19])=[CH:16][CH:17]=3)[NH:12][CH:11]=2)[CH:7]2[N:20]([C:23](=[O:39])[CH:24]([NH:31][C:32]([O:34][C:35]([CH3:38])([CH3:37])[CH3:36])=[O:33])[CH:25]3[CH2:30][CH2:29][CH2:28][CH2:27][CH2:26]3)[CH2:21][CH2:22][CH:6]12)=O.C(Cl)(=O)[C:41]1[CH:46]=[CH:45][CH:44]=[CH:43][CH:42]=1, predict the reaction product. The product is: [C:35]([O:34][C:32](=[O:33])[NH:31][CH:24]([CH:25]1[CH2:30][CH2:29][CH2:28][CH2:27][CH2:26]1)[C:23]([N:20]1[CH2:21][CH2:22][CH:6]2[N:5]([C:3](=[O:2])[C:41]3[CH:46]=[CH:45][CH:44]=[CH:43][CH:42]=3)[CH2:9][CH:8]([C:10]3[C:18]4[C:13](=[CH:14][C:15]([F:19])=[CH:16][CH:17]=4)[NH:12][CH:11]=3)[CH:7]12)=[O:39])([CH3:36])([CH3:38])[CH3:37]. (3) Given the reactants [CH3:1][Si:2]([C:5]#[CH:6])([CH3:4])[CH3:3].C([Li])CCC.C1CCCCC1.CN(P(N(C)C)(N(C)C)=O)C.Br[CH2:30][CH2:31][CH2:32][CH2:33][C:34]1[CH:35]=[C:36]2[C:41](=[N:42][CH:43]=1)[NH:40][C:39](=[O:44])[CH2:38][CH2:37]2.[Na], predict the reaction product. The product is: [CH3:1][Si:2]([CH3:4])([CH3:3])[C:5]#[C:6][CH2:30][CH2:31][CH2:32][CH2:33][C:34]1[CH:35]=[C:36]2[C:41](=[N:42][CH:43]=1)[NH:40][C:39](=[O:44])[CH2:38][CH2:37]2. (4) The product is: [CH3:14][NH:13][C:11](=[O:12])[C:10]1[CH:15]=[CH:16][C:7]([C:6]([OH:17])=[O:5])=[CH:8][CH:9]=1. Given the reactants O.[OH-].[Li+].C[O:5][C:6](=[O:17])[C:7]1[CH:16]=[CH:15][C:10]([C:11]([NH:13][CH3:14])=[O:12])=[CH:9][CH:8]=1.Cl, predict the reaction product. (5) Given the reactants [F:1][CH2:2][CH2:3][OH:4].CC(C)([O-])C.[K+].[C:11]([N:15]1[C:20](=[O:21])[C:19]([Cl:22])=[C:18]([O:23][CH2:24][C:25]2[CH:34]=[CH:33][C:28]([C:29](OC)=[O:30])=[CH:27][CH:26]=2)[CH:17]=[N:16]1)([CH3:14])([CH3:13])[CH3:12], predict the reaction product. The product is: [C:11]([N:15]1[C:20](=[O:21])[C:19]([Cl:22])=[C:18]([O:23][CH2:24][C:25]2[CH:26]=[CH:27][C:28]([C:29]([O:4][CH2:3][CH2:2][F:1])=[O:30])=[CH:33][CH:34]=2)[CH:17]=[N:16]1)([CH3:14])([CH3:12])[CH3:13]. (6) The product is: [C:11]([C:12]1[C:13]([NH2:19])=[N:14][C:15]([NH2:18])=[CH:16][CH:17]=1)#[CH:10]. Given the reactants C1COCC1.C[Si]([C:10]#[C:11][C:12]1[C:13]([NH2:19])=[N:14][C:15]([NH2:18])=[CH:16][CH:17]=1)(C)C.[F-].C([N+](CCCC)(CCCC)CCCC)CCC, predict the reaction product. (7) Given the reactants [CH2:1]([O:8][C:9]([N:11]1[CH2:16][CH2:15][NH:14][CH:13]([C:17]2[CH:22]=[CH:21][CH:20]=[CH:19][CH:18]=2)[CH2:12]1)=[O:10])[C:2]1[CH:7]=[CH:6][CH:5]=[CH:4][CH:3]=1.[CH3:23][O:24][C:25]([C:27]1[CH:32]=[N:31][C:30](Cl)=[CH:29][N:28]=1)=[O:26], predict the reaction product. The product is: [CH3:23][O:24][C:25]([C:27]1[N:28]=[CH:29][C:30]([N:14]2[CH2:15][CH2:16][N:11]([C:9]([O:8][CH2:1][C:2]3[CH:3]=[CH:4][CH:5]=[CH:6][CH:7]=3)=[O:10])[CH2:12][CH:13]2[C:17]2[CH:22]=[CH:21][CH:20]=[CH:19][CH:18]=2)=[N:31][CH:32]=1)=[O:26]. (8) Given the reactants CO[C:3]1[CH:8]=[CH:7][C:6]([C:9](C2C=CC(OC)=CC=2)=O)=[CH:5][CH:4]=1.[C:19]1([CH3:25])[CH:24]=[CH:23][CH:22]=[CH:21][CH:20]=1, predict the reaction product. The product is: [CH3:25][C:19]1[CH:24]=[CH:23][C:22]([C:3]2[CH:8]=[CH:7][C:6]([CH3:9])=[CH:5][CH:4]=2)=[CH:21][CH:20]=1. (9) The product is: [Cl:1][C:2]1[CH:7]=[C:6]([Cl:8])[CH:5]=[CH:4][C:3]=1[C:9]1[CH:10]=[CH:11][C:12]2[O:21][CH:20]3[CH:15]([CH:16]=[N:17][CH2:18][CH2:19]3)[C:13]=2[CH:14]=1. Given the reactants [Cl:1][C:2]1[CH:7]=[C:6]([Cl:8])[CH:5]=[CH:4][C:3]=1[C:9]1[CH:10]=[CH:11][C:12]2[O:21][CH:20]3[CH:15]([CH2:16][N:17](C(OC(C)(C)C)=O)[CH2:18][CH2:19]3)[C:13]=2[CH:14]=1.FC(F)(F)C(O)=O.[OH-].[Na+], predict the reaction product.